Dataset: Full USPTO retrosynthesis dataset with 1.9M reactions from patents (1976-2016). Task: Predict the reactants needed to synthesize the given product. Given the product [C:8]([C:7]([C:1]1[CH:2]=[CH:3][CH:4]=[CH:5][CH:6]=1)([C:10]1[CH:11]=[CH:12][CH:13]=[CH:14][CH:15]=1)[CH2:20][CH2:19][C:18]([O:22][C:23]([CH3:26])([CH3:25])[CH3:24])=[O:21])#[N:9], predict the reactants needed to synthesize it. The reactants are: [C:1]1([CH:7]([C:10]2[CH:15]=[CH:14][CH:13]=[CH:12][CH:11]=2)[C:8]#[N:9])[CH:6]=[CH:5][CH:4]=[CH:3][CH:2]=1.[OH-].[K+].[C:18]([O:22][C:23]([CH3:26])([CH3:25])[CH3:24])(=[O:21])[CH:19]=[CH2:20].